Task: Predict the product of the given reaction.. Dataset: Forward reaction prediction with 1.9M reactions from USPTO patents (1976-2016) (1) Given the reactants Cl[C:2]1[N:7]=[C:6]([CH:8]([CH:11]2[N:15]([CH2:16][CH3:17])[C:14]3[CH:18]=[CH:19][CH:20]=[CH:21][C:13]=3[NH:12]2)[C:9]#[N:10])[CH:5]=[CH:4][N:3]=1.[CH2:22]([O:24][CH2:25][CH2:26][NH2:27])[CH3:23], predict the reaction product. The product is: [CH2:22]([O:24][CH2:25][CH2:26][NH:27][C:2]1[N:7]=[C:6]([CH:8]([C:11]2[N:15]([CH2:16][CH3:17])[C:14]3[CH:18]=[CH:19][CH:20]=[CH:21][C:13]=3[N:12]=2)[C:9]#[N:10])[CH:5]=[CH:4][N:3]=1)[CH3:23]. (2) Given the reactants I[C:2]1[CH:3]=[C:4]([N:11]2[CH2:16][CH2:15][O:14][CH2:13][CH2:12]2)[CH:5]=[C:6]([N+:8]([O-:10])=[O:9])[CH:7]=1.[CH3:17][C@H:18]1[CH2:23][O:22][CH2:21][CH2:20][NH:19]1.C(=O)([O-])[O-].[Cs+].[Cs+], predict the reaction product. The product is: [CH3:17][C@H:18]1[CH2:23][O:22][CH2:21][CH2:20][N:19]1[C:2]1[CH:7]=[C:6]([N+:8]([O-:10])=[O:9])[CH:5]=[C:4]([N:11]2[CH2:16][CH2:15][O:14][CH2:13][CH2:12]2)[CH:3]=1.